The task is: Predict the reaction yield, written as a fraction of the theoretical maximum amount of product (1.0 means a 100% yield; for example, 0.34 means a 34% yield).. This data is from Reaction yield outcomes from USPTO patents with 853,638 reactions. (1) The reactants are [Br:1][C:2]1[CH:7]=[CH:6][C:5]([S:8](Cl)(=[O:10])=[O:9])=[CH:4][CH:3]=1.[CH3:12][C@@H:13]1[CH2:18][O:17][CH2:16][CH2:15][NH:14]1. No catalyst specified. The product is [Br:1][C:2]1[CH:7]=[CH:6][C:5]([S:8]([N:14]2[CH2:15][CH2:16][O:17][CH2:18][C@H:13]2[CH3:12])(=[O:10])=[O:9])=[CH:4][CH:3]=1. The yield is 0.990. (2) The reactants are O.[OH-].[Li+].[C:4]1([C:10](=[N:17][CH2:18][C:19]2([C:34]([O:36]CC)=[O:35])[CH2:24][CH2:23][N:22]([C:25]3[C:26]4[CH:33]=[CH:32][NH:31][C:27]=4[N:28]=[CH:29][N:30]=3)[CH2:21][CH2:20]2)[C:11]2[CH:16]=[CH:15][CH:14]=[CH:13][CH:12]=2)[CH:9]=[CH:8][CH:7]=[CH:6][CH:5]=1. The catalyst is O.C1COCC1.C(O)C. The product is [C:4]1([C:10](=[N:17][CH2:18][C:19]2([C:34]([OH:36])=[O:35])[CH2:24][CH2:23][N:22]([C:25]3[C:26]4[CH:33]=[CH:32][NH:31][C:27]=4[N:28]=[CH:29][N:30]=3)[CH2:21][CH2:20]2)[C:11]2[CH:12]=[CH:13][CH:14]=[CH:15][CH:16]=2)[CH:5]=[CH:6][CH:7]=[CH:8][CH:9]=1. The yield is 0.980.